This data is from Retrosynthesis with 50K atom-mapped reactions and 10 reaction types from USPTO. The task is: Predict the reactants needed to synthesize the given product. The reactants are: N#Cc1ccc(C(=O)CBr)cc1. Given the product N#Cc1ccc(C(O)CBr)cc1, predict the reactants needed to synthesize it.